Task: Predict the reaction yield, written as a fraction of the theoretical maximum amount of product (1.0 means a 100% yield; for example, 0.34 means a 34% yield).. Dataset: Reaction yield outcomes from USPTO patents with 853,638 reactions The reactants are C(OC(=O)[NH:7][S:8]([N:11]1[CH2:16][CH2:15][C:14]([OH:40])([C:17]2[S:18][C:19]([C:22]3[CH:27]=[C:26]([NH:28][C:29]4[N:34]=[C:33]([C:35]([F:38])([F:37])[F:36])[CH:32]=[CH:31][N:30]=4)[CH:25]=[C:24]([CH3:39])[CH:23]=3)=[CH:20][N:21]=2)[CH2:13][CH2:12]1)(=[O:10])=[O:9])(C)(C)C.C(O)(C(F)(F)F)=O. The catalyst is C(Cl)Cl. The product is [OH:40][C:14]1([C:17]2[S:18][C:19]([C:22]3[CH:27]=[C:26]([NH:28][C:29]4[N:34]=[C:33]([C:35]([F:36])([F:38])[F:37])[CH:32]=[CH:31][N:30]=4)[CH:25]=[C:24]([CH3:39])[CH:23]=3)=[CH:20][N:21]=2)[CH2:15][CH2:16][N:11]([S:8]([NH2:7])(=[O:9])=[O:10])[CH2:12][CH2:13]1. The yield is 0.820.